Dataset: Full USPTO retrosynthesis dataset with 1.9M reactions from patents (1976-2016). Task: Predict the reactants needed to synthesize the given product. (1) Given the product [C:8]1([NH:14][C:15]([N:22]2[C:18]([CH3:17])=[CH:19][C:20]([O:23][C:24]3[CH:29]=[CH:28][CH:27]=[CH:26][C:25]=3[C:30]([F:31])([F:32])[F:33])=[N:21]2)=[O:16])[CH:13]=[CH:12][CH:11]=[CH:10][CH:9]=1, predict the reactants needed to synthesize it. The reactants are: C(N(CC)CC)C.[C:8]1([N:14]=[C:15]=[O:16])[CH:13]=[CH:12][CH:11]=[CH:10][CH:9]=1.[CH3:17][C:18]1[NH:22][N:21]=[C:20]([O:23][C:24]2[CH:29]=[CH:28][CH:27]=[CH:26][C:25]=2[C:30]([F:33])([F:32])[F:31])[CH:19]=1.Cl. (2) Given the product [CH3:1][O:2][C:3]1[CH:8]=[CH:7][C:6]([C:9](=[O:11])[CH2:10][C:12]([C:13]2[CH:18]=[CH:17][C:16]([O:19][CH3:20])=[CH:15][CH:14]=2)=[O:21])=[CH:5][CH:4]=1, predict the reactants needed to synthesize it. The reactants are: [CH3:1][O:2][C:3]1[CH:8]=[CH:7][C:6]([C:9](=[O:11])[CH3:10])=[CH:5][CH:4]=1.[C:12](Cl)(=[O:21])[C:13]1[CH:18]=[CH:17][C:16]([O:19][CH3:20])=[CH:15][CH:14]=1.C(O)(=O)CC(CC(O)=O)(C(O)=O)O. (3) Given the product [Br:1][C:2]1[CH:3]=[C:4]([CH2:8][CH:9]=[O:10])[CH:5]=[CH:6][CH:7]=1, predict the reactants needed to synthesize it. The reactants are: [Br:1][C:2]1[CH:3]=[C:4]([CH2:8][CH2:9][OH:10])[CH:5]=[CH:6][CH:7]=1.CC(OI1(OC(C)=O)(OC(C)=O)OC(=O)C2C=CC=CC1=2)=O.S([O-])([O-])(=O)=S.[Na+].[Na+].C([O-])(O)=O.[Na+]. (4) Given the product [CH3:1][O:2][C:3](=[O:33])[CH2:4][C:5]1[CH:10]=[CH:9][CH:8]=[C:7]([O:11][C:12]2[CH:17]=[CH:16][C:15]([C:18]([F:21])([F:19])[F:20])=[CH:14][C:13]=2[CH2:22][N:23]([C@@H:24]2[C:32]3[C:27](=[CH:28][CH:29]=[CH:30][CH:31]=3)[CH2:26][CH2:25]2)[C:35]([O:37][CH3:38])=[O:36])[CH:6]=1, predict the reactants needed to synthesize it. The reactants are: [CH3:1][O:2][C:3](=[O:33])[CH2:4][C:5]1[CH:10]=[CH:9][CH:8]=[C:7]([O:11][C:12]2[CH:17]=[CH:16][C:15]([C:18]([F:21])([F:20])[F:19])=[CH:14][C:13]=2[CH2:22][NH:23][C@@H:24]2[C:32]3[C:27](=[CH:28][CH:29]=[CH:30][CH:31]=3)[CH2:26][CH2:25]2)[CH:6]=1.Cl[C:35]([O:37][CH3:38])=[O:36]. (5) Given the product [Cl:1][C:2]1[CH:3]=[C:4]([NH:5][C:18]2[C:27]3[C:22](=[CH:23][C:24]([O:31][CH3:32])=[C:25]([N+:28]([O-:30])=[O:29])[CH:26]=3)[N:21]=[CH:20][N:19]=2)[CH:6]=[CH:7][C:8]=1[O:9][CH2:10][C:11]1[CH:16]=[CH:15][CH:14]=[CH:13][N:12]=1, predict the reactants needed to synthesize it. The reactants are: [Cl:1][C:2]1[CH:3]=[C:4]([CH:6]=[CH:7][C:8]=1[O:9][CH2:10][C:11]1[CH:16]=[CH:15][CH:14]=[CH:13][N:12]=1)[NH2:5].Cl[C:18]1[C:27]2[C:22](=[CH:23][C:24]([O:31][CH3:32])=[C:25]([N+:28]([O-:30])=[O:29])[CH:26]=2)[N:21]=[CH:20][N:19]=1. (6) Given the product [C:30](=[O:31])([O:32][CH2:33][CH3:34])[O:21][C@H:11]([C:8]1[CH:7]=[CH:6][C:5]([S:2]([CH3:1])(=[O:4])=[O:3])=[CH:10][CH:9]=1)[C@H:12]([NH:15][C:16](=[O:17])[CH:18]([Cl:20])[Cl:19])[CH2:13][F:14], predict the reactants needed to synthesize it. The reactants are: [CH3:1][S:2]([C:5]1[CH:6]=[CH:7][C:8]([C@@H:11]([OH:21])[C@H:12]([NH:15][C:16]([CH:18]([Cl:20])[Cl:19])=[O:17])[CH2:13][F:14])=[CH:9][CH:10]=1)(=[O:4])=[O:3].C(N(CC)CC)C.Cl[C:30]([O:32][CH2:33][CH3:34])=[O:31]. (7) Given the product [NH2:46][C:44]1[CH:43]=[C:6]([CH:5]=[C:4]([NH2:1])[CH:45]=1)[C:7]([O:9][CH2:10][CH2:11][CH2:12][CH2:13][CH2:14][CH2:15][CH2:16][CH2:17][CH2:18][CH2:19][CH2:20][O:21][C:22]1[CH:27]=[CH:26][C:25](/[CH:28]=[C:29](/[C:32]2[CH:40]=[CH:39][C:35]3[O:36][CH2:37][O:38][C:34]=3[CH:33]=2)\[C:30]#[N:31])=[CH:24][C:23]=1[O:41][CH3:42])=[O:8], predict the reactants needed to synthesize it. The reactants are: [N+:1]([C:4]1[CH:5]=[C:6]([CH:43]=[C:44]([N+:46]([O-])=O)[CH:45]=1)[C:7]([O:9][CH2:10][CH2:11][CH2:12][CH2:13][CH2:14][CH2:15][CH2:16][CH2:17][CH2:18][CH2:19][CH2:20][O:21][C:22]1[CH:27]=[CH:26][C:25](/[CH:28]=[C:29](/[C:32]2[CH:40]=[CH:39][C:35]3[O:36][CH2:37][O:38][C:34]=3[CH:33]=2)\[C:30]#[N:31])=[CH:24][C:23]=1[O:41][CH3:42])=[O:8])([O-])=O.